From a dataset of Forward reaction prediction with 1.9M reactions from USPTO patents (1976-2016). Predict the product of the given reaction. Given the reactants C[O:2][C:3]([C:5]1[C:10]([NH:11][C:12]([O:14][CH2:15][C:16]2[O:17][C:18]3[CH:24]=[CH:23][C:22]([C:25]4[CH:30]=[CH:29][CH:28]=[CH:27][CH:26]=4)=[CH:21][C:19]=3[CH:20]=2)=[O:13])=[CH:9][N:8]=[C:7]([C:31]2[CH:36]=[CH:35][CH:34]=[CH:33][CH:32]=2)[N:6]=1)=[O:4].O.[OH-].[Li+].Cl, predict the reaction product. The product is: [C:31]1([C:7]2[N:6]=[C:5]([C:3]([OH:4])=[O:2])[C:10]([NH:11][C:12]([O:14][CH2:15][C:16]3[O:17][C:18]4[CH:24]=[CH:23][C:22]([C:25]5[CH:30]=[CH:29][CH:28]=[CH:27][CH:26]=5)=[CH:21][C:19]=4[CH:20]=3)=[O:13])=[CH:9][N:8]=2)[CH:36]=[CH:35][CH:34]=[CH:33][CH:32]=1.